The task is: Regression. Given two drug SMILES strings and cell line genomic features, predict the synergy score measuring deviation from expected non-interaction effect.. This data is from NCI-60 drug combinations with 297,098 pairs across 59 cell lines. (1) Drug 1: C1=CC(=C2C(=C1NCCNCCO)C(=O)C3=C(C=CC(=C3C2=O)O)O)NCCNCCO. Drug 2: CC12CCC3C(C1CCC2O)C(CC4=C3C=CC(=C4)O)CCCCCCCCCS(=O)CCCC(C(F)(F)F)(F)F. Cell line: DU-145. Synergy scores: CSS=66.4, Synergy_ZIP=5.31, Synergy_Bliss=5.46, Synergy_Loewe=-22.9, Synergy_HSA=6.02. (2) Drug 1: CC(CN1CC(=O)NC(=O)C1)N2CC(=O)NC(=O)C2. Drug 2: CCCCCOC(=O)NC1=NC(=O)N(C=C1F)C2C(C(C(O2)C)O)O. Cell line: OVCAR3. Synergy scores: CSS=17.9, Synergy_ZIP=-3.92, Synergy_Bliss=0.191, Synergy_Loewe=-5.04, Synergy_HSA=-1.56. (3) Drug 1: CCCCCOC(=O)NC1=NC(=O)N(C=C1F)C2C(C(C(O2)C)O)O. Drug 2: CC1C(C(CC(O1)OC2CC(CC3=C2C(=C4C(=C3O)C(=O)C5=CC=CC=C5C4=O)O)(C(=O)C)O)N)O. Cell line: OVCAR3. Synergy scores: CSS=22.4, Synergy_ZIP=-0.781, Synergy_Bliss=-0.833, Synergy_Loewe=-26.7, Synergy_HSA=-4.39. (4) Drug 1: CC1=CC=C(C=C1)C2=CC(=NN2C3=CC=C(C=C3)S(=O)(=O)N)C(F)(F)F. Drug 2: CC(C)NC(=O)C1=CC=C(C=C1)CNNC.Cl. Cell line: SNB-19. Synergy scores: CSS=-3.10, Synergy_ZIP=2.82, Synergy_Bliss=2.57, Synergy_Loewe=0.256, Synergy_HSA=-1.24.